From a dataset of Reaction yield outcomes from USPTO patents with 853,638 reactions. Predict the reaction yield, written as a fraction of the theoretical maximum amount of product (1.0 means a 100% yield; for example, 0.34 means a 34% yield). (1) The reactants are [N-:1]=[N+:2]=[N-:3].[Na+].Br[CH2:6][C:7]([C:9]1[CH:20]=[CH:19][C:12]2[O:13][C:14]([CH3:18])([CH3:17])[O:15][CH2:16][C:11]=2[CH:10]=1)=[O:8].O.C(OCC)(=O)C. The catalyst is CN(C)C=O. The product is [N:1]([CH2:6][C:7]([C:9]1[CH:20]=[CH:19][C:12]2[O:13][C:14]([CH3:17])([CH3:18])[O:15][CH2:16][C:11]=2[CH:10]=1)=[O:8])=[N+:2]=[N-:3]. The yield is 0.890. (2) The reactants are [CH2:1]([O:3][C:4](=[O:44])[CH2:5][C:6]1[C:7]([C:12]#[C:13][C:14]2[C:19]([C:20]([F:23])([F:22])[F:21])=[CH:18][N:17]=[C:16]([NH:24][C:25]3[CH:30]=[CH:29][C:28]([CH:31]4[CH2:36][CH2:35][N:34]([C:37]([O:39][C:40]([CH3:43])([CH3:42])[CH3:41])=[O:38])[CH2:33][CH2:32]4)=[CH:27][CH:26]=3)[N:15]=2)=[N:8][CH:9]=[CH:10][N:11]=1)[CH3:2].C(N(CC)CC)C. The product is [CH2:1]([O:3][C:4](=[O:44])[CH2:5][C:6]1[C:7]([CH2:12][CH2:13][C:14]2[C:19]([C:20]([F:23])([F:21])[F:22])=[CH:18][N:17]=[C:16]([NH:24][C:25]3[CH:30]=[CH:29][C:28]([CH:31]4[CH2:32][CH2:33][N:34]([C:37]([O:39][C:40]([CH3:43])([CH3:42])[CH3:41])=[O:38])[CH2:35][CH2:36]4)=[CH:27][CH:26]=3)[N:15]=2)=[N:8][CH:9]=[CH:10][N:11]=1)[CH3:2]. The catalyst is CN(C=O)C.[Pd]. The yield is 0.760.